Dataset: Full USPTO retrosynthesis dataset with 1.9M reactions from patents (1976-2016). Task: Predict the reactants needed to synthesize the given product. (1) Given the product [Cl:1][C:2]1[CH:3]=[C:4]([C@@H:8]2[C@@H:13]([C:14]3[CH:19]=[CH:18][C:17]([Cl:20])=[CH:16][CH:15]=3)[N:12]([C@@H:21]([CH2:27][CH3:28])[CH2:22][OH:23])[C:11](=[O:29])[C@@H:10]([CH2:30][C:31]([OH:33])=[O:32])[CH2:9]2)[CH:5]=[CH:6][CH:7]=1, predict the reactants needed to synthesize it. The reactants are: [Cl:1][C:2]1[CH:3]=[C:4]([C@@H:8]2[C@@H:13]([C:14]3[CH:19]=[CH:18][C:17]([Cl:20])=[CH:16][CH:15]=3)[N:12]([C@@H:21]([CH2:27][CH3:28])[C:22](OCC)=[O:23])[C:11](=[O:29])[C@@H:10]([CH2:30][C:31]([OH:33])=[O:32])[CH2:9]2)[CH:5]=[CH:6][CH:7]=1.[BH4-].[Li+].CO. (2) Given the product [CH2:24]([O:26][C:27](=[O:28])[CH2:29][CH2:30][C:31]1[CH:36]=[CH:35][C:34]([C:2]2[CH:7]=[CH:6][C:5]([C:8]3[O:12][N:11]=[C:10]([CH3:13])[C:9]=3[CH2:14][S:15][CH2:16][CH2:17][C:18]3[CH:23]=[CH:22][CH:21]=[CH:20][CH:19]=3)=[CH:4][CH:3]=2)=[CH:33][CH:32]=1)[CH3:25], predict the reactants needed to synthesize it. The reactants are: Br[C:2]1[CH:7]=[CH:6][C:5]([C:8]2[O:12][N:11]=[C:10]([CH3:13])[C:9]=2[CH2:14][S:15][CH2:16][CH2:17][C:18]2[CH:23]=[CH:22][CH:21]=[CH:20][CH:19]=2)=[CH:4][CH:3]=1.[CH2:24]([O:26][C:27]([CH2:29][CH2:30][C:31]1[CH:36]=[CH:35][C:34](B(O)O)=[CH:33][CH:32]=1)=[O:28])[CH3:25]. (3) Given the product [N+:1]([C:4]1[CH:13]=[CH:12][CH:11]=[C:10]2[C:5]=1[CH:6]=[CH:7][N:8]=[C:9]2[C:15]#[N:16])([O-:3])=[O:2], predict the reactants needed to synthesize it. The reactants are: [N+:1]([C:4]1[CH:13]=[CH:12][CH:11]=[C:10]2[C:5]=1[CH:6]=[CH:7][N+:8]([O-])=[CH:9]2)([O-:3])=[O:2].[C-:15]#[N:16].[K+].C(Cl)(=O)C1C=CC=CC=1.C(=O)([O-])[O-].[K+].[K+]. (4) Given the product [CH2:15]([NH:22][S:23]([C:26]1[CH:31]=[CH:30][C:29]([NH:32][C:33]2[N:35]=[C:8]([C:3]3[S:4][C:5]([CH3:7])=[N:6][C:2]=3[CH3:1])[CH:9]=[CH:10][N:34]=2)=[CH:28][CH:27]=1)(=[O:24])=[O:25])[C:16]1[CH:21]=[CH:20][CH:19]=[CH:18][CH:17]=1, predict the reactants needed to synthesize it. The reactants are: [CH3:1][C:2]1[N:6]=[C:5]([CH3:7])[S:4][C:3]=1/[CH:8]=[CH:9]/[C:10](N(C)C)=O.[CH2:15]([NH:22][S:23]([C:26]1[CH:31]=[CH:30][C:29]([NH:32][C:33]([NH2:35])=[NH:34])=[CH:28][CH:27]=1)(=[O:25])=[O:24])[C:16]1[CH:21]=[CH:20][CH:19]=[CH:18][CH:17]=1. (5) Given the product [N:12]1[CH:13]=[CH:14][CH:15]=[CH:16][C:11]=1[N:9]1[CH:10]=[C:6]([CH2:5][C:1]#[N:2])[CH:7]=[N:8]1, predict the reactants needed to synthesize it. The reactants are: [C-:1]#[N:2].[K+].Cl[CH2:5][C:6]1[CH:7]=[N:8][N:9]([C:11]2[CH:16]=[CH:15][CH:14]=[CH:13][N:12]=2)[CH:10]=1. (6) The reactants are: [O:1]1[C:5]2[CH:6]=[CH:7][C:8]([C:10]3[CH2:11][CH2:12][CH2:13][N:14]=3)=[CH:9][C:4]=2[O:3][CH2:2]1.B(F)(F)F.[CH3:19]COCC.C[Li].[Cl-].[NH4+].[OH-].[Na+]. Given the product [O:1]1[C:5]2[CH:6]=[CH:7][C:8]([C:10]3([CH3:19])[CH2:11][CH2:12][CH2:13][NH:14]3)=[CH:9][C:4]=2[O:3][CH2:2]1, predict the reactants needed to synthesize it.